Dataset: Forward reaction prediction with 1.9M reactions from USPTO patents (1976-2016). Task: Predict the product of the given reaction. (1) Given the reactants [NH2:1][C:2]1[CH:3]=[C:4]([NH:9][C:10](=[O:12])[CH3:11])[CH:5]=[C:6]([Br:8])[CH:7]=1.Cl[C:14]1[N:19]=[C:18]([C:20]([F:23])([F:22])[F:21])[CH:17]=[CH:16][N:15]=1.CC1C=CC(S(O)(=O)=O)=CC=1, predict the reaction product. The product is: [Br:8][C:6]1[CH:5]=[C:4]([NH:9][C:10](=[O:12])[CH3:11])[CH:3]=[C:2]([NH:1][C:14]2[N:19]=[C:18]([C:20]([F:23])([F:22])[F:21])[CH:17]=[CH:16][N:15]=2)[CH:7]=1. (2) Given the reactants [CH3:1][N:2]1[CH2:11][CH2:10][C:9]2[NH:8][C:7](=O)[CH:6]=[CH:5][C:4]=2[CH2:3]1.P(Cl)(Cl)(Cl)(Cl)[Cl:14].[OH-].[Na+], predict the reaction product. The product is: [Cl:14][C:7]1[CH:6]=[CH:5][C:4]2[CH2:3][N:2]([CH3:1])[CH2:11][CH2:10][C:9]=2[N:8]=1.